From a dataset of Peptide-MHC class I binding affinity with 185,985 pairs from IEDB/IMGT. Regression. Given a peptide amino acid sequence and an MHC pseudo amino acid sequence, predict their binding affinity value. This is MHC class I binding data. (1) The peptide sequence is SLVKHHMYV. The MHC is HLA-A02:19 with pseudo-sequence HLA-A02:19. The binding affinity (normalized) is 0.733. (2) The peptide sequence is QYSGFVRTL. The MHC is HLA-B40:01 with pseudo-sequence HLA-B40:01. The binding affinity (normalized) is 0.0847.